From a dataset of Reaction yield outcomes from USPTO patents with 853,638 reactions. Predict the reaction yield, written as a fraction of the theoretical maximum amount of product (1.0 means a 100% yield; for example, 0.34 means a 34% yield). (1) The reactants are [CH2:1]([O:5][C:6]1[CH:11]=[CH:10][CH:9]=[CH:8][C:7]=1I)[CH:2]=[CH:3][CH3:4].[C:13]([O-])([O-])=O.[Na+].[Na+].CC([O-])=O.[Na+]. The catalyst is CN(C=O)C.[N+](CCCC)(CCCC)(CCCC)CCCC.[Cl-].CCOC(C)=O.CC([O-])=O.CC([O-])=O.[Pd+2]. The product is [CH2:3]([C:2]1[C:7]2[CH:8]=[CH:9][CH:10]=[CH:11][C:6]=2[O:5][CH:1]=1)[CH2:4][CH3:13]. The yield is 0.810. (2) The reactants are C([O:3][C:4](=O)[C:5]([C:39]1[CH:44]=[CH:43][C:42]([CH2:45][CH:46]([CH3:48])[CH3:47])=[CH:41][CH:40]=1)([CH3:38])[CH2:6][CH2:7][CH2:8][CH2:9][CH:10]([CH:32]1[S:37][CH2:36][CH2:35][CH2:34][S:33]1)[CH2:11][CH2:12][CH2:13][CH2:14][C:15]([C:22]1[CH:27]=[CH:26][C:25]([CH2:28][CH:29]([CH3:31])[CH3:30])=[CH:24][CH:23]=1)([CH3:21])[C:16](OCC)=[O:17])C.[H-].[H-].[H-].[H-].[Li+].[Al+3]. The catalyst is C1COCC1. The product is [CH2:45]([C:42]1[CH:43]=[CH:44][C:39]([C:5]([CH3:38])([CH2:6][CH2:7][CH2:8][CH2:9][CH:10]([CH:32]2[S:33][CH2:34][CH2:35][CH2:36][S:37]2)[CH2:11][CH2:12][CH2:13][CH2:14][C:15]([C:22]2[CH:27]=[CH:26][C:25]([CH2:28][CH:29]([CH3:31])[CH3:30])=[CH:24][CH:23]=2)([CH3:21])[CH2:16][OH:17])[CH2:4][OH:3])=[CH:40][CH:41]=1)[CH:46]([CH3:48])[CH3:47]. The yield is 0.940. (3) The reactants are [C:1]([O:5][C:6](=[O:19])[NH:7][C:8]1[C:17]2[C:12](=[CH:13][CH:14]=[C:15]([OH:18])[CH:16]=2)[CH:11]=[CH:10][CH:9]=1)([CH3:4])([CH3:3])[CH3:2].C(=O)([O-])[O-].[K+].[K+].[CH2:26](Br)[C:27]1[CH:32]=[CH:31][CH:30]=[CH:29][CH:28]=1. The product is [C:1]([O:5][C:6](=[O:19])[NH:7][C:8]1[C:17]2[C:12](=[CH:13][CH:14]=[C:15]([O:18][CH2:26][C:27]3[CH:32]=[CH:31][CH:30]=[CH:29][CH:28]=3)[CH:16]=2)[CH:11]=[CH:10][CH:9]=1)([CH3:4])([CH3:2])[CH3:3]. The catalyst is CN(C)C=O. The yield is 0.863. (4) The reactants are C([O:3][C:4]([C:6]1[NH:7][C:8]2[C:13]([C:14]=1[NH:15][C:16](=[O:25])[C:17]1[CH:22]=[CH:21][C:20]([O:23][CH3:24])=[CH:19][CH:18]=1)=[CH:12][CH:11]=[CH:10][CH:9]=2)=[O:5])C.[OH-].[Na+]. The catalyst is O1CCCC1.O. The product is [CH3:24][O:23][C:20]1[CH:19]=[CH:18][C:17]([C:16]([NH:15][C:14]2[C:13]3[C:8](=[CH:9][CH:10]=[CH:11][CH:12]=3)[NH:7][C:6]=2[C:4]([OH:5])=[O:3])=[O:25])=[CH:22][CH:21]=1. The yield is 0.680. (5) The reactants are [F:1][C:2]1[CH:7]=[C:6](OS(C(F)(F)F)(=O)=O)[CH:5]=[C:4]([F:16])[C:3]=1[C:17]1[N:22]=[C:21]([C:23]([O:25][CH3:26])=[O:24])[CH:20]=[CH:19][C:18]=1[F:27].[S:28]1[CH2:33][CH:32]=[C:31](B(O)O)[CH2:30][CH2:29]1.C(Cl)Cl. The catalyst is COCCOC.C1C=CC(P(C2C=CC=CC=2)[C-]2C=CC=C2)=CC=1.C1C=CC(P(C2C=CC=CC=2)[C-]2C=CC=C2)=CC=1.Cl[Pd]Cl.[Fe+2]. The product is [S:28]1[CH2:29][CH:30]=[C:31]([C:6]2[CH:5]=[C:4]([F:16])[C:3]([C:17]3[N:22]=[C:21]([C:23]([O:25][CH3:26])=[O:24])[CH:20]=[CH:19][C:18]=3[F:27])=[C:2]([F:1])[CH:7]=2)[CH2:32][CH2:33]1. The yield is 0.600.